From a dataset of Catalyst prediction with 721,799 reactions and 888 catalyst types from USPTO. Predict which catalyst facilitates the given reaction. (1) Reactant: [Si]([O:8][CH2:9][C@H:10]([CH3:39])[O:11][C:12]1[CH:13]=[C:14]([CH:27]=[C:28]([C:30]([NH:32][C:33]2[CH:37]=[CH:36][N:35]([CH3:38])[N:34]=2)=[O:31])[CH:29]=1)[O:15][C:16]1[CH:26]=[CH:25][C:19]([C:20]([O:22]CC)=[O:21])=[CH:18][CH:17]=1)(C(C)(C)C)(C)C.O.[OH-].[Li+].Cl. Product: [OH:8][CH2:9][C@H:10]([CH3:39])[O:11][C:12]1[CH:13]=[C:14]([CH:27]=[C:28]([C:30]([NH:32][C:33]2[CH:37]=[CH:36][N:35]([CH3:38])[N:34]=2)=[O:31])[CH:29]=1)[O:15][C:16]1[CH:17]=[CH:18][C:19]([C:20]([OH:22])=[O:21])=[CH:25][CH:26]=1. The catalyst class is: 20. (2) Reactant: Br[C:2]1[CH:3]=[C:4]2[C:8](=[CH:9][CH:10]=1)[NH:7][N:6]=[C:5]2[F:11].[B:12]1([B:12]2[O:16][C:15]([CH3:18])([CH3:17])[C:14]([CH3:20])([CH3:19])[O:13]2)[O:16][C:15]([CH3:18])([CH3:17])[C:14]([CH3:20])([CH3:19])[O:13]1.CC([O-])=O.[K+]. Product: [F:11][C:5]1[C:4]2[C:8](=[CH:9][CH:10]=[C:2]([B:12]3[O:16][C:15]([CH3:18])([CH3:17])[C:14]([CH3:20])([CH3:19])[O:13]3)[CH:3]=2)[NH:7][N:6]=1. The catalyst class is: 12. (3) Reactant: [CH3:1][C:2]1([CH3:11])[O:6][C@@H:5]2[CH2:7][CH2:8][C:9](=[O:10])[C@@H:4]2[O:3]1.[BH4-].[Na+].O. Product: [CH3:1][C:2]1([CH3:11])[O:6][C@@H:5]2[CH2:7][CH2:8][C@H:9]([OH:10])[C@@H:4]2[O:3]1. The catalyst class is: 5. (4) Reactant: [Cl:1][C:2]1[CH:3]=[CH:4][C:5]([O:29][CH2:30][CH:31]([F:33])[F:32])=[C:6]([C:8]2[C:9]3[N:10]([N:14]=[C:15]([NH:17][C:18]4[CH:28]=[CH:27][C:21]5[CH2:22][CH2:23][NH:24][CH2:25][CH2:26][C:20]=5[CH:19]=4)[N:16]=3)[CH:11]=[CH:12][CH:13]=2)[CH:7]=1.C(N(CC)CC)C.[CH3:41][N:42]([CH3:46])[C:43](Cl)=[O:44]. Product: [CH3:41][N:42]([CH3:46])[C:43]([N:24]1[CH2:23][CH2:22][C:21]2[CH:27]=[CH:28][C:18]([NH:17][C:15]3[N:16]=[C:9]4[C:8]([C:6]5[CH:7]=[C:2]([Cl:1])[CH:3]=[CH:4][C:5]=5[O:29][CH2:30][CH:31]([F:33])[F:32])=[CH:13][CH:12]=[CH:11][N:10]4[N:14]=3)=[CH:19][C:20]=2[CH2:26][CH2:25]1)=[O:44]. The catalyst class is: 112. (5) Reactant: C(OC([N:8]1[CH2:13][CH2:12][CH2:11][C@H:10]([C:14]2[O:18][N:17]=[C:16]([C:19]3[NH:20][CH:21]=[C:22]([Cl:24])[CH:23]=3)[N:15]=2)[CH2:9]1)=O)(C)(C)C. Product: [ClH:24].[Cl:24][C:22]1[CH:23]=[C:19]([C:16]2[N:15]=[C:14]([C@H:10]3[CH2:11][CH2:12][CH2:13][NH:8][CH2:9]3)[O:18][N:17]=2)[NH:20][CH:21]=1. The catalyst class is: 646. (6) Reactant: Cl.[F:2][C:3]1[CH:8]=[C:7]([CH:9]2[CH2:14][CH2:13][NH:12][CH2:11][CH2:10]2)[CH:6]=[CH:5][C:4]=1[CH2:15][N:16]([CH2:27][C:28]([F:31])([F:30])[F:29])[S:17]([CH2:20][C:21]1[CH:26]=[CH:25][CH:24]=[CH:23][CH:22]=1)(=[O:19])=[O:18].C(N(CC)C(C)C)(C)C.[N:41]([Si](C)(C)C)=[C:42]=[O:43].C([O-])(O)=O.[Na+]. Product: [F:2][C:3]1[CH:8]=[C:7]([CH:9]2[CH2:14][CH2:13][N:12]([C:42]([NH2:41])=[O:43])[CH2:11][CH2:10]2)[CH:6]=[CH:5][C:4]=1[CH2:15][N:16]([CH2:27][C:28]([F:31])([F:29])[F:30])[S:17]([CH2:20][C:21]1[CH:26]=[CH:25][CH:24]=[CH:23][CH:22]=1)(=[O:19])=[O:18]. The catalyst class is: 112. (7) Reactant: C1(C)C=CC(S(O)(=O)=O)=CC=1.[C:12]([N:19]1[CH2:24][CH2:23][C:22](=O)[CH2:21][CH2:20]1)([O:14][C:15]([CH3:18])([CH3:17])[CH3:16])=[O:13].[NH:26]1[CH2:30][CH2:29][CH2:28][CH2:27]1.O. Product: [N:26]1([C:22]2[CH2:23][CH2:24][N:19]([C:12]([O:14][C:15]([CH3:18])([CH3:17])[CH3:16])=[O:13])[CH2:20][CH:21]=2)[CH2:30][CH2:29][CH2:28][CH2:27]1. The catalyst class is: 11.